Dataset: Full USPTO retrosynthesis dataset with 1.9M reactions from patents (1976-2016). Task: Predict the reactants needed to synthesize the given product. (1) Given the product [CH3:1][C@H:2]1[NH:7][C@@H:6]([CH3:15])[CH2:5][N:4]([C:16]2[CH:17]=[C:18]([NH2:24])[CH:19]=[N:20][CH:21]=2)[CH2:3]1, predict the reactants needed to synthesize it. The reactants are: [CH3:1][C@H:2]1[N:7](CC2C=CC=CC=2)[C@@H:6]([CH3:15])[CH2:5][N:4]([C:16]2[CH:17]=[C:18]([NH2:24])[C:19](OC)=[N:20][CH:21]=2)[CH2:3]1.C[C@H]1N[C@@H](C)CN(C2C=C(NC(=O)C(F)(F)F)C=NC=2)C1. (2) Given the product [CH3:1][C:2]1[S:6][C:5]2[CH:7]=[C:8]([C:32]#[C:31][CH2:30][CH2:29][OH:33])[CH:9]=[CH:10][C:4]=2[C:3]=1[C:19]1[CH:20]=[CH:21][C:22]([C:25]([F:27])([F:28])[F:26])=[CH:23][CH:24]=1, predict the reactants needed to synthesize it. The reactants are: [CH3:1][C:2]1[S:6][C:5]2[CH:7]=[C:8](OS(C(F)(F)F)(=O)=O)[CH:9]=[CH:10][C:4]=2[C:3]=1[C:19]1[CH:24]=[CH:23][C:22]([C:25]([F:28])([F:27])[F:26])=[CH:21][CH:20]=1.[CH2:29]([OH:33])[CH2:30][C:31]#[CH:32]. (3) Given the product [C:60]([O:59][C:57](=[O:58])[CH2:56][CH2:55][NH:54][C:48]([C:44]1[C:24]2[O:25][CH2:26][C@H:27]([NH:30][C:31](=[O:43])[C@@H:32]([N:34]([C:36]([O:38][C:39]([CH3:41])([CH3:42])[CH3:40])=[O:37])[CH3:35])[CH3:33])[C:28](=[O:29])[N:22]([CH2:21][C:17]3[C:18]4[C:13](=[CH:12][C:11]([Br:10])=[CH:20][CH:19]=4)[CH:14]=[CH:15][C:16]=3[O:51][CH3:52])[C:23]=2[CH:47]=[CH:46][CH:45]=1)=[O:49])([CH3:63])([CH3:62])[CH3:61], predict the reactants needed to synthesize it. The reactants are: CCN(C(C)C)C(C)C.[Br:10][C:11]1[CH:12]=[C:13]2[C:18](=[CH:19][CH:20]=1)[C:17]([CH2:21][N:22]1[C:28](=[O:29])[C@@H:27]([NH:30][C:31](=[O:43])[C@@H:32]([N:34]([C:36]([O:38][C:39]([CH3:42])([CH3:41])[CH3:40])=[O:37])[CH3:35])[CH3:33])[CH2:26][O:25][C:24]3[C:44]([C:48](O)=[O:49])=[CH:45][CH:46]=[CH:47][C:23]1=3)=[C:16]([O:51][CH3:52])[CH:15]=[CH:14]2.Cl.[NH2:54][CH2:55][CH2:56][C:57]([O:59][C:60]([CH3:63])([CH3:62])[CH3:61])=[O:58].CN(C(ON1N=NC2C=CC=CC1=2)=[N+](C)C)C.F[P-](F)(F)(F)(F)F.C1C=CC2N(O)N=NC=2C=1.O. (4) Given the product [F:41][C:40]([F:42])([F:43])[C:38]1[CH:39]=[C:34]([CH:2]([NH2:1])[CH2:3][NH:4][CH2:12][C:13]2[CH:18]=[C:17]([C:19]([F:20])([F:21])[F:22])[CH:16]=[CH:15][C:14]=2[C:23]2[CH:28]=[C:27]([CH:29]([CH3:31])[CH3:30])[CH:26]=[CH:25][C:24]=2[O:32][CH3:33])[CH:35]=[C:36]([C:44]([F:45])([F:47])[F:46])[CH:37]=1, predict the reactants needed to synthesize it. The reactants are: [NH2:1][CH:2]([C:34]1[CH:39]=[C:38]([C:40]([F:43])([F:42])[F:41])[CH:37]=[C:36]([C:44]([F:47])([F:46])[F:45])[CH:35]=1)[CH2:3][N:4]([CH2:12][C:13]1[CH:18]=[C:17]([C:19]([F:22])([F:21])[F:20])[CH:16]=[CH:15][C:14]=1[C:23]1[CH:28]=[C:27]([CH:29]([CH3:31])[CH3:30])[CH:26]=[CH:25][C:24]=1[O:32][CH3:33])C(=O)OC(C)(C)C.FC(F)(F)C1C=C(C(NC(=O)OC(C)(C)C)CNCC2C=C(C(F)(F)F)C=CC=2C2C=C(C(C)C)C=CC=2OC)C=C(C(F)(F)F)C=1.C(O)(C(F)(F)F)=O.[OH-].[Na+].